This data is from Full USPTO retrosynthesis dataset with 1.9M reactions from patents (1976-2016). The task is: Predict the reactants needed to synthesize the given product. Given the product [OH:8][C@H:9]1[CH2:13][N:12]([C:14]([O:16][CH2:17][C:18]2[CH:23]=[CH:22][C:21]([N+:24]([O-:26])=[O:25])=[CH:20][CH:19]=2)=[O:15])[C@H:11]([C:27]([C:29]2[N:30]=[CH:31][N:32]3[CH:36]=[CH:35][S:34][C:33]=23)=[O:28])[CH2:10]1, predict the reactants needed to synthesize it. The reactants are: [Si]([O:8][C@H:9]1[CH2:13][N:12]([C:14]([O:16][CH2:17][C:18]2[CH:23]=[CH:22][C:21]([N+:24]([O-:26])=[O:25])=[CH:20][CH:19]=2)=[O:15])[C@H:11]([C:27]([C:29]2[N:30]=[CH:31][N:32]3[CH:36]=[C:35]([Sn](CCCC)(CCCC)CCCC)[S:34][C:33]=23)=[O:28])[CH2:10]1)(C(C)(C)C)(C)C.C(=O)([O-])[O-].[K+].[K+].